From a dataset of Forward reaction prediction with 1.9M reactions from USPTO patents (1976-2016). Predict the product of the given reaction. (1) The product is: [CH3:1][N:2]([CH3:33])[C:3]1[CH:8]=[CH:7][C:6]([CH2:9][N:10]([C:24]2[CH:29]=[CH:28][C:27]([CH:30]([CH3:31])[CH3:32])=[CH:26][CH:25]=2)[C:11]([CH:13]2[C:22]3[C:17](=[C:18]([O:23][CH2:36][CH2:37][CH2:38][N:39]([CH3:41])[CH3:40])[CH:19]=[CH:20][CH:21]=3)[CH2:16][CH2:15][CH2:14]2)=[O:12])=[CH:5][CH:4]=1. Given the reactants [CH3:1][N:2]([CH3:33])[C:3]1[CH:8]=[CH:7][C:6]([CH2:9][N:10]([C:24]2[CH:29]=[CH:28][C:27]([CH:30]([CH3:32])[CH3:31])=[CH:26][CH:25]=2)[C:11]([CH:13]2[C:22]3[C:17](=[C:18]([OH:23])[CH:19]=[CH:20][CH:21]=3)[CH2:16][CH2:15][CH2:14]2)=[O:12])=[CH:5][CH:4]=1.Cl.Cl[CH2:36][CH2:37][CH2:38][N:39]([CH3:41])[CH3:40], predict the reaction product. (2) Given the reactants [Br:1][C:2]1[C:3]([O:12][CH2:13][CH2:14][C:15]2[CH:20]=[CH:19][CH:18]=[CH:17][CH:16]=2)=[C:4]([CH:7]=[C:8]([S:10][CH3:11])[CH:9]=1)[CH:5]=O.Cl.[NH2:22][CH2:23][CH2:24][CH2:25][NH:26][C:27]1[NH:32][C:31]2[CH:33]=[CH:34][S:35][C:30]=2[C:29](=[O:36])[CH:28]=1, predict the reaction product. The product is: [Br:1][C:2]1[C:3]([O:12][CH2:13][CH2:14][C:15]2[CH:20]=[CH:19][CH:18]=[CH:17][CH:16]=2)=[C:4]([CH:7]=[C:8]([S:10][CH3:11])[CH:9]=1)[CH2:5][NH:22][CH2:23][CH2:24][CH2:25][NH:26][C:27]1[NH:32][C:31]2[CH:33]=[CH:34][S:35][C:30]=2[C:29](=[O:36])[CH:28]=1.